This data is from Reaction yield outcomes from USPTO patents with 853,638 reactions. The task is: Predict the reaction yield, written as a fraction of the theoretical maximum amount of product (1.0 means a 100% yield; for example, 0.34 means a 34% yield). (1) The reactants are C(OC([NH:8][C:9]1[C:10]([C:24]([OH:26])=O)=[N:11][C:12]([C:16]2[C:21]([F:22])=[CH:20][CH:19]=[CH:18][C:17]=2[F:23])=[C:13]([F:15])[CH:14]=1)=O)(C)(C)C.[NH2:27][C:28]1[C:29]([N:37]2[CH2:42][C@H:41]([CH3:43])[CH2:40][C@H:39]([NH:44]C(=O)OC(C)(C)C)[CH2:38]2)=[C:30]2[CH2:36][CH2:35][O:34][C:31]2=[N:32][CH:33]=1.CN(C(ON1N=NC2C=CC=NC1=2)=[N+](C)C)C.F[P-](F)(F)(F)(F)F.CCN(C(C)C)C(C)C. The catalyst is CN(C=O)C. The product is [NH2:8][C:9]1[C:10]([C:24]([NH:27][C:28]2[C:29]([N:37]3[CH2:42][C@H:41]([CH3:43])[CH2:40][C@H:39]([NH2:44])[CH2:38]3)=[C:30]3[CH2:36][CH2:35][O:34][C:31]3=[N:32][CH:33]=2)=[O:26])=[N:11][C:12]([C:16]2[C:17]([F:23])=[CH:18][CH:19]=[CH:20][C:21]=2[F:22])=[C:13]([F:15])[CH:14]=1. The yield is 0.290. (2) The reactants are [CH3:1][O:2][C:3]1[CH:4]=[CH:5][C:6]2[C:10]([O:11][C:12]3[CH:17]=[CH:16][C:15](/[CH:18]=[CH:19]/[C:20]([OH:22])=O)=[CH:14][CH:13]=3)=[C:9]([C:23]3[CH:28]=[CH:27][C:26]([O:29][CH3:30])=[CH:25][CH:24]=3)[S:8][C:7]=2[CH:31]=1.[F:32][C:33]([F:38])([F:37])[CH2:34][CH2:35][NH2:36].CN(C(ON1N=NC2C=CC=NC1=2)=[N+](C)C)C.F[P-](F)(F)(F)(F)F.CCN(C(C)C)C(C)C. The catalyst is CN(C=O)C. The product is [CH3:1][O:2][C:3]1[CH:4]=[CH:5][C:6]2[C:10]([O:11][C:12]3[CH:17]=[CH:16][C:15](/[CH:18]=[CH:19]/[C:20]([NH:36][CH2:35][CH2:34][C:33]([F:38])([F:37])[F:32])=[O:22])=[CH:14][CH:13]=3)=[C:9]([C:23]3[CH:24]=[CH:25][C:26]([O:29][CH3:30])=[CH:27][CH:28]=3)[S:8][C:7]=2[CH:31]=1. The yield is 0.720. (3) The reactants are [NH2:1][C:2]1[C:3]([CH3:13])=[CH:4][C:5]([CH2:11][CH3:12])=[C:6]([CH:10]=1)[C:7]([OH:9])=O.[F:14][C:15]1([C:21]2[CH:28]=[CH:27][C:24]([C:25]#[N:26])=[CH:23][CH:22]=2)[CH2:20][CH2:19][NH:18][CH2:17][CH2:16]1.CN(C(ON1N=NC2C=CC=CC1=2)=[N+](C)C)C.F[P-](F)(F)(F)(F)F.CCN(C(C)C)C(C)C. The product is [NH2:1][C:2]1[C:3]([CH3:13])=[CH:4][C:5]([CH2:11][CH3:12])=[C:6]([CH:10]=1)[C:7]([N:18]1[CH2:19][CH2:20][C:15]([C:21]2[CH:28]=[CH:27][C:24]([C:25]#[N:26])=[CH:23][CH:22]=2)([F:14])[CH2:16][CH2:17]1)=[O:9]. The yield is 0.380. The catalyst is CN(C=O)C.O. (4) The reactants are [CH3:1][C@H:2]1[CH2:7][CH2:6][NH:5][CH2:4][C@H:3]1[NH:8][C:9](=[O:15])[O:10][C:11]([CH3:14])([CH3:13])[CH3:12].[Cl:16][C:17]1[CH:22]=[CH:21][C:20](I)=[CH:19][N:18]=1. No catalyst specified. The product is [Cl:16][C:17]1[N:18]=[CH:19][C:20]([N:5]2[CH2:6][CH2:7][C@@H:2]([CH3:1])[C@H:3]([NH:8][C:9](=[O:15])[O:10][C:11]([CH3:14])([CH3:13])[CH3:12])[CH2:4]2)=[CH:21][CH:22]=1. The yield is 0.240.